From a dataset of Forward reaction prediction with 1.9M reactions from USPTO patents (1976-2016). Predict the product of the given reaction. (1) Given the reactants [ClH:1].Cl.CN[C@H]1CCN([CH2:10][CH:11]([C:22]2([OH:28])[CH2:27][CH2:26][CH2:25][CH2:24][CH2:23]2)[C:12]2[CH:17]=[CH:16][CH:15]=[C:14]([C:18]([F:21])([F:20])[F:19])[CH:13]=2)C1.OC1(C(C2C=CC=C(C(F)(F)F)C=2)C([N:39]2[CH2:43][CH2:42][C@H:41]([NH:44][C:45](=O)OC(C)(C)C)[CH2:40]2)=O)CCCCC1, predict the reaction product. The product is: [ClH:1].[ClH:1].[CH3:45][NH:44][C@H:41]1[CH2:42][CH2:43][N:39]([CH:27]2[CH2:26][CH2:25][CH2:24][CH2:23][C:22]2([CH:11]([C:12]2[CH:17]=[CH:16][CH:15]=[C:14]([C:18]([F:20])([F:21])[F:19])[CH:13]=2)[CH3:10])[OH:28])[CH2:40]1. (2) Given the reactants [CH2:1]([O:8][CH2:9][C@H:10]([OH:27])[CH2:11][C:12]#[C:13][CH:14]1[CH2:19][CH2:18][N:17]([C:20]([O:22][C:23]([CH3:26])([CH3:25])[CH3:24])=[O:21])[CH2:16][CH2:15]1)[C:2]1[CH:7]=[CH:6][CH:5]=[CH:4][CH:3]=1.N1C2C(=CC=CC=2)C=CC=1, predict the reaction product. The product is: [CH2:1]([O:8][CH2:9][C@H:10]([OH:27])[CH2:11]/[CH:12]=[CH:13]\[CH:14]1[CH2:19][CH2:18][N:17]([C:20]([O:22][C:23]([CH3:25])([CH3:24])[CH3:26])=[O:21])[CH2:16][CH2:15]1)[C:2]1[CH:7]=[CH:6][CH:5]=[CH:4][CH:3]=1. (3) Given the reactants [CH2:1]([O:8][C:9](=[O:26])[NH:10][CH2:11][CH2:12][CH2:13][CH2:14][CH2:15][C:16]([N:18]1[CH2:22][CH:21]([CH2:23][OH:24])[CH:20]([OH:25])[CH2:19]1)=[O:17])[C:2]1[CH:7]=[CH:6][CH:5]=[CH:4][CH:3]=1.CN([C:30]1[CH:35]=[CH:34][CH:33]=[CH:32]N=1)C.[C:36](Cl)(C1C=CC=CC=1)([C:45]1[CH:52]=[CH:51][C:48]([O:49][CH3:50])=[CH:47][CH:46]=1)[C:37]1[CH:44]=[CH:43][C:40]([O:41][CH3:42])=[CH:39][CH:38]=1.N1C=CC=C[CH:61]=1, predict the reaction product. The product is: [CH2:1]([O:8][C:9](=[O:26])[NH:10][CH2:11][CH2:12][CH2:13][CH2:14][CH2:15][C:16]([N:18]1[CH2:19][CH:20]([OH:25])[CH:21]([CH:23]([C:32]2[CH:61]=[CH:30][CH:35]=[CH:34][CH:33]=2)[O:24][CH:36]([C:37]2[CH:44]=[CH:43][C:40]([O:41][CH3:42])=[CH:39][CH:38]=2)[C:45]2[CH:46]=[CH:47][C:48]([O:49][CH3:50])=[CH:51][CH:52]=2)[CH2:22]1)=[O:17])[C:2]1[CH:3]=[CH:4][CH:5]=[CH:6][CH:7]=1. (4) Given the reactants [C:1]([O:5][C:6]([N:8]1[CH2:13][CH2:12][CH2:11][C@H:10]([NH:14][C:15]2[C:20]3[CH:21]=[C:22]([C:24]4[CH:29]=[CH:28][C:27]([CH2:30][N:31]([CH3:33])[CH3:32])=[CH:26][CH:25]=4)[S:23][C:19]=3[C:18]([C:34]#[N:35])=[CH:17][CH:16]=2)[CH2:9]1)=[O:7])([CH3:4])([CH3:3])[CH3:2].CN(CC1C=C(C2SC3C(C(N)=O)=CN=C(N[C@H]4CCCNC4)C=3C=2)C=CC=1)C, predict the reaction product. The product is: [C:34]([C:18]1[C:19]2[S:23][C:22]([C:24]3[CH:25]=[CH:26][C:27]([CH2:30][N:31]([CH3:33])[CH3:32])=[CH:28][CH:29]=3)=[CH:21][C:20]=2[C:15]([NH:14][C@H:10]2[CH2:11][CH2:12][CH2:13][N:8]([C:6]([O:5][C:1]([CH3:4])([CH3:3])[CH3:2])=[O:7])[CH2:9]2)=[CH:16][CH:17]=1)#[N:35]. (5) Given the reactants [NH:1]1[CH:5]=[CH:4][N:3]=[C:2]1[C:6]1[CH:7]=[CH:8][C:9]([CH3:30])=[C:10]([NH:12][C:13](=[O:29])[C:14]2[CH:19]=[CH:18][C:17]([O:20][CH2:21][C:22]3[CH:27]=[C:26](Cl)[CH:25]=[CH:24][N:23]=3)=[CH:16][CH:15]=2)[CH:11]=1.[CH3:31][N:32]([CH3:36])[CH2:33][CH2:34][OH:35].CC(C)([O-])C.[K+], predict the reaction product. The product is: [CH3:31][N:32]([CH3:36])[CH2:33][CH2:34][O:35][C:26]1[CH:25]=[CH:24][N:23]=[C:22]([CH2:21][O:20][C:17]2[CH:18]=[CH:19][C:14]([C:13]([NH:12][C:10]3[CH:11]=[C:6]([C:2]4[NH:3][CH:4]=[CH:5][N:1]=4)[CH:7]=[CH:8][C:9]=3[CH3:30])=[O:29])=[CH:15][CH:16]=2)[CH:27]=1.